Dataset: Experimental lipophilicity measurements (octanol/water distribution) for 4,200 compounds from AstraZeneca. Task: Regression/Classification. Given a drug SMILES string, predict its absorption, distribution, metabolism, or excretion properties. Task type varies by dataset: regression for continuous measurements (e.g., permeability, clearance, half-life) or binary classification for categorical outcomes (e.g., BBB penetration, CYP inhibition). For this dataset (lipophilicity_astrazeneca), we predict Y. (1) The drug is O=C(O)c1cc(-c2ccccc2)nc2ccccc12. The Y is -0.700 logD. (2) The molecule is NC1(c2ccc(-c3nc4ccn5c(=O)[nH]nc5c4cc3-c3ccccc3)cc2)CCC1. The Y is 2.50 logD. (3) The molecule is CCSc1c(Cc2ccccc2C(F)(F)F)sc2c1c(=O)n(C)c(=O)n2CC(C)C. The Y is 4.49 logD.